Predict the reactants needed to synthesize the given product. From a dataset of Full USPTO retrosynthesis dataset with 1.9M reactions from patents (1976-2016). (1) Given the product [Cl:15][C:13]1[N:12]=[C:11]2[N:16]([CH3:19])[N:17]=[CH:18][C:10]2=[C:9]([N:5]2[CH2:6][CH2:7][N:2]([CH3:1])[CH2:3][CH2:4]2)[N:14]=1, predict the reactants needed to synthesize it. The reactants are: [CH3:1][N:2]1[CH2:7][CH2:6][NH:5][CH2:4][CH2:3]1.Cl[C:9]1[N:14]=[C:13]([Cl:15])[N:12]=[C:11]2[N:16]([CH3:19])[N:17]=[CH:18][C:10]=12. (2) Given the product [F:30][C:31]1[CH:32]=[C:33]2[C:37](=[CH:38][CH:39]=1)[N:36]([C:2]1[CH:7]=[C:6]([N:8]3[CH2:9][CH2:10][N:11]([C:14]4[C:19]([C:20]([F:22])([F:23])[F:21])=[CH:18][CH:17]=[CH:16][N:15]=4)[CH2:12][CH2:13]3)[N:5]=[C:4]([N:24]3[CH2:29][CH2:28][O:27][CH2:26][CH2:25]3)[N:3]=1)[CH2:35][CH2:34]2, predict the reactants needed to synthesize it. The reactants are: Cl[C:2]1[CH:7]=[C:6]([N:8]2[CH2:13][CH2:12][N:11]([C:14]3[C:19]([C:20]([F:23])([F:22])[F:21])=[CH:18][CH:17]=[CH:16][N:15]=3)[CH2:10][CH2:9]2)[N:5]=[C:4]([N:24]2[CH2:29][CH2:28][O:27][CH2:26][CH2:25]2)[N:3]=1.[F:30][C:31]1[CH:32]=[C:33]2[C:37](=[CH:38][CH:39]=1)[NH:36][CH2:35][CH2:34]2. (3) Given the product [NH2:17][C:18]1[C:19]([Cl:26])=[C:20]([C:21]([CH3:24])=[CH:22][CH:23]=1)[O:25][C:2]1[CH:3]=[CH:4][C:5]2[N:6]([CH:8]=[C:9]([NH:11][C:12]([CH:14]3[CH2:16][CH2:15]3)=[O:13])[N:10]=2)[N:7]=1, predict the reactants needed to synthesize it. The reactants are: I[C:2]1[CH:3]=[CH:4][C:5]2[N:6]([CH:8]=[C:9]([NH:11][C:12]([CH:14]3[CH2:16][CH2:15]3)=[O:13])[N:10]=2)[N:7]=1.[NH2:17][C:18]1[C:19]([Cl:26])=[C:20]([OH:25])[C:21]([CH3:24])=[CH:22][CH:23]=1.C(=O)([O-])[O-].[K+].[K+].